Dataset: Full USPTO retrosynthesis dataset with 1.9M reactions from patents (1976-2016). Task: Predict the reactants needed to synthesize the given product. (1) Given the product [NH2:11][C:7]1[C:6]2[N:5]([C:4]([N:21]3[CH2:26][CH2:25][CH2:24][CH:23]([C:27]([O:29][CH3:30])=[O:28])[CH2:22]3)=[N:3][C:2]=2[Br:1])[CH:10]=[CH:9][N:8]=1, predict the reactants needed to synthesize it. The reactants are: [Br:1][C:2]1[N:3]=[C:4]([N:21]2[CH2:26][CH2:25][CH2:24][CH:23]([C:27]([O:29][CH3:30])=[O:28])[CH2:22]2)[N:5]2[CH:10]=[CH:9][N:8]=[C:7]([NH:11]CC3C=CC(OC)=CC=3)[C:6]=12. (2) Given the product [CH2:27]([O:38][CH2:37][N:1]1[C:9]2[C:4](=[CH:5][C:6]([C:10]([OH:12])=[O:11])=[CH:7][CH:8]=2)[CH:3]=[CH:2]1)[C:28]1[CH:29]=[CH:30][CH:31]=[CH:32][CH:33]=1, predict the reactants needed to synthesize it. The reactants are: [NH:1]1[C:9]2[C:4](=[CH:5][C:6]([C:10]([O:12]C)=[O:11])=[CH:7][CH:8]=2)[CH:3]=[CH:2]1.[H-].[Na+].[CH2:27](C(OC(Cl)[CH2:27][C:28]1[CH:33]=[CH:32][CH:31]=[CH:30][CH:29]=1)Cl)[C:28]1[CH:33]=[CH:32][CH:31]=[CH:30][CH:29]=1.CN(C)[CH:37]=[O:38].